Dataset: Full USPTO retrosynthesis dataset with 1.9M reactions from patents (1976-2016). Task: Predict the reactants needed to synthesize the given product. (1) Given the product [CH2:13]([C:9]1[O:10][CH2:11][C:12]2[CH:3]([N:2]([CH3:1])[CH3:18])[CH2:4][C:5]3=[CH:17][NH:16][CH:15]=[C:7]([C:6]=23)[CH:8]=1)[CH3:14], predict the reactants needed to synthesize it. The reactants are: [CH3:1][N:2]([CH3:18])[CH:3]1[C:12]2[CH2:11][O:10][C:9]([CH:13]=[CH2:14])=[CH:8][C:7]3=[CH:15][NH:16][CH:17]=[C:5]([C:6]=23)[CH2:4]1. (2) Given the product [F:21][C:22]1[CH:30]=[C:29]2[C:25]([C:26]3[CH2:34][CH2:33][N:32]([C:4]4[N:3]=[C:2]([CH3:1])[N:7]([CH2:8][C:9]5[S:10][C:11]([C:14]([F:17])([F:16])[F:15])=[CH:12][CH:13]=5)[C:6](=[O:18])[N:5]=4)[CH2:31][C:27]=3[NH:28]2)=[CH:24][CH:23]=1, predict the reactants needed to synthesize it. The reactants are: [CH3:1][C:2]1[N:7]([CH2:8][C:9]2[S:10][C:11]([C:14]([F:17])([F:16])[F:15])=[CH:12][CH:13]=2)[C:6](=[O:18])[N:5]=[C:4](SC)[N:3]=1.[F:21][C:22]1[CH:30]=[C:29]2[C:25]([C:26]3[CH2:34][CH2:33][NH:32][CH2:31][C:27]=3[NH:28]2)=[CH:24][CH:23]=1. (3) The reactants are: [OH:1][C:2]([CH3:7])([CH3:6])[C:3](O)=[O:4].C(N1C=CN=C1)(N1C=CN=C1)=O.[CH3:20][C:21]1[N:25]([CH:26]2[CH2:32][CH:31]3[N:33]([CH2:34][CH2:35][C:36]4([C:42]5[CH:47]=[CH:46][CH:45]=[CH:44][CH:43]=5)[CH2:41][CH2:40][NH:39][CH2:38][CH2:37]4)[CH:28]([CH2:29][CH2:30]3)[CH2:27]2)[C:24]2[CH:48]=[CH:49][CH:50]=[CH:51][C:23]=2[N:22]=1.C([O-])(O)=O.[Na+]. Given the product [CH3:6][C:2]([OH:1])([CH3:7])[C:3]([N:39]1[CH2:38][CH2:37][C:36]([CH2:35][CH2:34][N:33]2[CH:28]3[CH2:29][CH2:30][CH:31]2[CH2:32][CH:26]([N:25]2[C:24]4[CH:48]=[CH:49][CH:50]=[CH:51][C:23]=4[N:22]=[C:21]2[CH3:20])[CH2:27]3)([C:42]2[CH:43]=[CH:44][CH:45]=[CH:46][CH:47]=2)[CH2:41][CH2:40]1)=[O:4], predict the reactants needed to synthesize it. (4) Given the product [N:21]1([C:2]2[S:3][C:4]3[C:5](=[O:18])[NH:6][CH2:7][CH2:8][C:9]=3[N:10]=2)[CH2:22][CH2:24][CH2:27][CH2:25]1, predict the reactants needed to synthesize it. The reactants are: Br[C:2]1[S:3][C:4]2[C:5](=[O:18])[N:6](C(OC(C)(C)C)=O)[CH2:7][CH2:8][C:9]=2[N:10]=1.CC[N:21]([CH:25]([CH3:27])C)[CH:22]([CH3:24])C.N1CCCC1.